From a dataset of Reaction yield outcomes from USPTO patents with 853,638 reactions. Predict the reaction yield, written as a fraction of the theoretical maximum amount of product (1.0 means a 100% yield; for example, 0.34 means a 34% yield). (1) The reactants are [OH:1][CH2:2][C:3]1[CH:4]=[CH:5][C:6]([CH2:10][C:11]2[CH:16]=[CH:15][C:14]([S:17][CH3:18])=[CH:13][CH:12]=2)=[C:7]([OH:9])[CH:8]=1.[C:19](OC=C)(=[O:21])[CH3:20].CCCC[Sn](Cl)(O[Sn](Cl)(CCCC)CCCC)CCCC.C(OCC)(=O)C. The catalyst is O1CCCC1. The product is [C:19]([O:1][CH2:2][C:3]1[CH:4]=[CH:5][C:6]([CH2:10][C:11]2[CH:16]=[CH:15][C:14]([S:17][CH3:18])=[CH:13][CH:12]=2)=[C:7]([OH:9])[CH:8]=1)(=[O:21])[CH3:20]. The yield is 0.550. (2) The reactants are [F:1][C:2]1[CH:3]=[CH:4][C:5]([CH3:27])=[C:6]([C:8]2[CH:17]=[C:16]3[C:11]([CH:12]=[C:13]([NH:18][C:19]([CH:21]4[CH2:26][CH2:25][NH:24][CH2:23][CH2:22]4)=[O:20])[N:14]=[CH:15]3)=[CH:10][CH:9]=2)[CH:7]=1.CN(C)C=O.[CH:33](N(CC)C(C)C)(C)[CH3:34].ICC. No catalyst specified. The product is [CH2:33]([N:24]1[CH2:25][CH2:26][CH:21]([C:19]([NH:18][C:13]2[N:14]=[CH:15][C:16]3[C:11]([CH:12]=2)=[CH:10][CH:9]=[C:8]([C:6]2[CH:7]=[C:2]([F:1])[CH:3]=[CH:4][C:5]=2[CH3:27])[CH:17]=3)=[O:20])[CH2:22][CH2:23]1)[CH3:34]. The yield is 0.410. (3) The reactants are [CH3:1][O:2][C:3]1[CH:36]=[CH:35][C:6]([CH2:7][N:8]2[C:12]3=[N:13][CH:14]=[CH:15][C:16]([O:17][C:18]4[CH:23]=[C:22]([Cl:24])[C:21]([NH2:25])=[CH:20][C:19]=4[F:26])=[C:11]3[C:10]([NH:27][CH:28]3[CH2:33][CH2:32][N:31]([CH3:34])[CH2:30][CH2:29]3)=[N:9]2)=[CH:5][CH:4]=1.[F:37][C:38]1[CH:43]=[CH:42][C:41]([N:44]2[C:49](=[O:50])[C:48]([C:51](O)=[O:52])=[CH:47][CH:46]=[N:45]2)=[CH:40][CH:39]=1.C(N(CC)CC)C.CCN=C=NCCCN(C)C.C1C=CC2N(O)N=NC=2C=1. The catalyst is C(Cl)Cl. The product is [CH3:1][O:2][C:3]1[CH:4]=[CH:5][C:6]([CH2:7][N:8]2[C:12]3=[N:13][CH:14]=[CH:15][C:16]([O:17][C:18]4[C:19]([F:26])=[CH:20][C:21]([NH:25][C:51]([C:48]5[C:49](=[O:50])[N:44]([C:41]6[CH:42]=[CH:43][C:38]([F:37])=[CH:39][CH:40]=6)[N:45]=[CH:46][CH:47]=5)=[O:52])=[C:22]([Cl:24])[CH:23]=4)=[C:11]3[C:10]([NH:27][CH:28]3[CH2:33][CH2:32][N:31]([CH3:34])[CH2:30][CH2:29]3)=[N:9]2)=[CH:35][CH:36]=1. The yield is 0.541. (4) The reactants are [Si:1]([O:8][CH2:9][C@@H:10]([NH:28][CH3:29])[CH2:11][CH2:12][C:13]([N:15]1[CH2:20][CH2:19][N:18]([C:21]([O:23][C:24]([CH3:27])([CH3:26])[CH3:25])=[O:22])[CH2:17][CH2:16]1)=[O:14])([C:4]([CH3:7])([CH3:6])[CH3:5])([CH3:3])[CH3:2].CCN(C(C)C)C(C)C.[Cl:39][C:40]1[C:59]([F:60])=[CH:58][CH:57]=[CH:56][C:41]=1[CH2:42][NH:43][C:44](=[O:55])OC1C=CC([N+]([O-])=O)=CC=1. The catalyst is C1COCC1. The product is [Si:1]([O:8][CH2:9][C@@H:10]([N:28]([CH3:29])[C:44]([NH:43][CH2:42][C:41]1[CH:56]=[CH:57][CH:58]=[C:59]([F:60])[C:40]=1[Cl:39])=[O:55])[CH2:11][CH2:12][C:13]([N:15]1[CH2:20][CH2:19][N:18]([C:21]([O:23][C:24]([CH3:27])([CH3:26])[CH3:25])=[O:22])[CH2:17][CH2:16]1)=[O:14])([C:4]([CH3:7])([CH3:6])[CH3:5])([CH3:3])[CH3:2]. The yield is 0.624. (5) The reactants are [CH3:1][C:2]1[C:7]([O:8][C:9]2[CH:14]=[CH:13][C:12]([CH2:15][C:16]([O:18]CC)=[O:17])=[CH:11][CH:10]=2)=[CH:6][CH:5]=[CH:4][N:3]=1.[Li+].[OH-].CC(O)=O. The catalyst is C1COCC1.O. The product is [CH3:1][C:2]1[C:7]([O:8][C:9]2[CH:14]=[CH:13][C:12]([CH2:15][C:16]([OH:18])=[O:17])=[CH:11][CH:10]=2)=[CH:6][CH:5]=[CH:4][N:3]=1. The yield is 0.780. (6) The reactants are [CH3:1][C:2]1[N:3]=[C:4]([C@H:7]2[CH2:11][CH2:10][CH2:9][NH:8]2)[S:5][CH:6]=1.[F:12][C:13]1[CH:14]=[C:15]([C:22](O)=[O:23])[CH:16]=[C:17]([CH:21]=1)[C:18]([OH:20])=[O:19]. No catalyst specified. The product is [F:12][C:13]1[CH:21]=[C:17]([CH:16]=[C:15]([C:22]([N:8]2[CH2:9][CH2:10][CH2:11][C@@H:7]2[C:4]2[S:5][CH:6]=[C:2]([CH3:1])[N:3]=2)=[O:23])[CH:14]=1)[C:18]([OH:20])=[O:19]. The yield is 0.630. (7) The reactants are FC(F)(F)C1C=C(NC(=O)NC2C=CC(C3SC(CCC(O)=O)=NC=3)=CC=2)C=CC=1.[Cl:31][C:32]1[C:33]([F:63])=[C:34]([NH:38][C:39](=[O:62])[NH:40][C:41]2[CH:46]=[CH:45][C:44]([C:47]3[S:51][C:50]([CH:52]4[CH2:57][CH2:56][CH:55]([C:58]([O:60]C)=[O:59])[CH2:54][CH2:53]4)=[N:49][CH:48]=3)=[CH:43][CH:42]=2)[CH:35]=[CH:36][CH:37]=1. No catalyst specified. The product is [Cl:31][C:32]1[C:33]([F:63])=[C:34]([NH:38][C:39](=[O:62])[NH:40][C:41]2[CH:42]=[CH:43][C:44]([C:47]3[S:51][C:50]([CH:52]4[CH2:53][CH2:54][CH:55]([C:58]([OH:60])=[O:59])[CH2:56][CH2:57]4)=[N:49][CH:48]=3)=[CH:45][CH:46]=2)[CH:35]=[CH:36][CH:37]=1. The yield is 0.800. (8) The reactants are [CH3:1][O:2][C:3](=[O:7])[C@@H:4]([CH3:6])[NH2:5].[CH2:8]1[CH2:14][S:11](=[O:13])(=[O:12])[O:10][CH2:9]1. The catalyst is C(#N)C. The product is [CH3:1][O:2][C:3](=[O:7])[C@H:4]([NH:5][CH2:9][CH2:8][CH2:14][S:11]([OH:13])(=[O:12])=[O:10])[CH3:6]. The yield is 0.420. (9) The reactants are [Br:1][C:2]1[O:6][C:5]([CH2:7]Br)=[C:4]([C:9]([O:11][CH3:12])=[O:10])[CH:3]=1.[CH3:13][O-:14].[Na+].O.Cl. The catalyst is CO. The product is [Br:1][C:2]1[O:6][C:5]([CH2:7][O:14][CH3:13])=[C:4]([C:9]([O:11][CH3:12])=[O:10])[CH:3]=1. The yield is 0.770. (10) The reactants are C([N:8]1[CH2:13][CH2:12][CH:11]([OH:14])[CH2:10][CH:9]1[C:15]([OH:17])=[O:16])C1C=CC=CC=1.[CH:18]([O-])=O.[NH4+]. The catalyst is CO.[Pd]. The product is [OH:14][CH:11]1[CH2:12][CH2:13][NH:8][CH:9]([C:15]([O:17][CH3:18])=[O:16])[CH2:10]1. The yield is 0.950.